From a dataset of Full USPTO retrosynthesis dataset with 1.9M reactions from patents (1976-2016). Predict the reactants needed to synthesize the given product. (1) The reactants are: [CH:1]([N:4]1[C:13](OS(C(F)(F)F)(=O)=O)=[C:12]2[C:6]([CH2:7][C:8]([CH3:25])([CH3:24])[NH:9][C:10]([CH3:23])([CH3:22])[CH2:11]2)=[N:5]1)([CH3:3])[CH3:2].[F:26][C:27]1[CH:32]=[CH:31][C:30](B(O)O)=[CH:29][CH:28]=1. Given the product [F:26][C:27]1[CH:32]=[CH:31][C:30]([C:13]2[N:4]([CH:1]([CH3:2])[CH3:3])[N:5]=[C:6]3[C:12]=2[CH2:11][C:10]([CH3:22])([CH3:23])[NH:9][C:8]([CH3:24])([CH3:25])[CH2:7]3)=[CH:29][CH:28]=1, predict the reactants needed to synthesize it. (2) Given the product [C:12]([C:13]1[CH:14]=[C:15]([CH:28]=[CH:29][CH:30]=1)[CH2:16][CH2:17][O:18][CH2:19][CH2:20][C:21]([O:23][C:24]([CH3:26])([CH3:27])[CH3:25])=[O:22])#[CH:11], predict the reactants needed to synthesize it. The reactants are: C(=O)([O-])[O-].[K+].[K+].C[Si]([C:11]#[C:12][C:13]1[CH:14]=[C:15]([CH:28]=[CH:29][CH:30]=1)[CH2:16][CH2:17][O:18][CH2:19][CH2:20][C:21]([O:23][C:24]([CH3:27])([CH3:26])[CH3:25])=[O:22])(C)C.CO. (3) Given the product [O:29]=[C:25]1[CH2:24][C:23]2[C:27](=[CH:28][C:20]([C:18]([C:17]3[CH:16]=[C:15]([NH:14][C:7]([C:6]4[N:2]([CH3:1])[N:3]=[CH:4][CH:5]=4)=[O:9])[CH:32]=[CH:31][CH:30]=3)=[O:19])=[CH:21][CH:22]=2)[NH:26]1, predict the reactants needed to synthesize it. The reactants are: [CH3:1][N:2]1[C:6]([C:7]([OH:9])=O)=[CH:5][CH:4]=[N:3]1.S(Cl)(Cl)=O.[NH2:14][C:15]1[CH:16]=[C:17]([CH:30]=[CH:31][CH:32]=1)[C:18]([C:20]1[CH:28]=[C:27]2[C:23]([CH2:24][C:25](=[O:29])[NH:26]2)=[CH:22][CH:21]=1)=[O:19]. (4) Given the product [C:32]([O:31][C:29]([N:26]1[CH2:27][CH2:28][C@H:25]1[CH2:24][N:6]1[C:7]2[C:3](=[C:2]([Cl:1])[CH:10]=[CH:9][CH:8]=2)[C:4]([C:11](=[O:12])[NH:13][CH2:14][CH:15]2[CH2:20][CH2:19][C:18]([F:21])([F:22])[CH2:17][CH2:16]2)=[CH:5]1)=[O:30])([CH3:35])([CH3:33])[CH3:34], predict the reactants needed to synthesize it. The reactants are: [Cl:1][C:2]1[CH:10]=[CH:9][CH:8]=[C:7]2[C:3]=1[C:4]([C:11]([NH:13][CH2:14][CH:15]1[CH2:20][CH2:19][C:18]([F:22])([F:21])[CH2:17][CH2:16]1)=[O:12])=[CH:5][NH:6]2.O[CH2:24][C@@H:25]1[CH2:28][CH2:27][N:26]1[C:29]([O:31][C:32]([CH3:35])([CH3:34])[CH3:33])=[O:30]. (5) Given the product [CH3:1][N:2]([CH3:11])[C:3]1[CH:10]=[CH:9][C:6]([CH2:7][NH:15][C:14]2[CH:16]=[CH:17][C:18]([CH3:20])=[CH:19][C:13]=2[CH3:12])=[CH:5][CH:4]=1, predict the reactants needed to synthesize it. The reactants are: [CH3:1][N:2]([CH3:11])[C:3]1[CH:10]=[CH:9][C:6]([CH:7]=O)=[CH:5][CH:4]=1.[CH3:12][C:13]1[CH:19]=[C:18]([CH3:20])[CH:17]=[CH:16][C:14]=1[NH2:15].